From a dataset of Peptide-MHC class I binding affinity with 185,985 pairs from IEDB/IMGT. Regression. Given a peptide amino acid sequence and an MHC pseudo amino acid sequence, predict their binding affinity value. This is MHC class I binding data. The peptide sequence is TASLFLHLV. The MHC is Mamu-A01 with pseudo-sequence Mamu-A01. The binding affinity (normalized) is 0.454.